From a dataset of CYP2D6 inhibition data for predicting drug metabolism from PubChem BioAssay. Regression/Classification. Given a drug SMILES string, predict its absorption, distribution, metabolism, or excretion properties. Task type varies by dataset: regression for continuous measurements (e.g., permeability, clearance, half-life) or binary classification for categorical outcomes (e.g., BBB penetration, CYP inhibition). Dataset: cyp2d6_veith. (1) The molecule is CCCC1CCC(c2ccc(C(N)=O)cc2)CC1. The result is 0 (non-inhibitor). (2) The drug is O=c1c(-c2ccccc2)nc2cnc(N3CCOCC3)nc2n1CCc1ccccc1. The result is 0 (non-inhibitor). (3) The molecule is CCNc1ncc2nc(CCc3ccccc3)c(=O)n(C3CC3)c2n1. The result is 1 (inhibitor). (4) The drug is Cn1cc(-c2nc3cncnc3n(C3CC3)c2=O)c2ccccc21. The result is 0 (non-inhibitor). (5) The drug is CCCc1ccc(C2C3=C(CC(C)(C)CC3=O)NC3=C2C(=O)c2ccccc23)cc1. The result is 0 (non-inhibitor). (6) The compound is O=S(=O)(O)n1ccnc1.c1c[nH]cn1. The result is 0 (non-inhibitor). (7) The molecule is Cc1ccc(-n2c(-c3cc(C)n(C)n3)n[nH]c2=S)cc1. The result is 0 (non-inhibitor). (8) The compound is COc1ccc(-n2c(=O)c(C)nc3cnc(Nc4ccccc4)nc32)cc1. The result is 0 (non-inhibitor). (9) The drug is CN1CCc2c(c3ccccc3n2Cc2ccccc2)C1.CN1CCc2c(c3ccccc3n2Cc2ccccc2)C1.O=S(=O)(O)c1cccc2c(S(=O)(=O)O)cccc12. The result is 1 (inhibitor). (10) The molecule is C[C@@H](c1ccccc1)N1C(=O)[C@H]2CC[C@H]3/C(=N\NC(=O)OCc4ccccc4)C[C@@H](O)[C@@H](O)[C@@H]3[C@@H]2C1=O. The result is 0 (non-inhibitor).